This data is from Choline transporter screen with 302,306 compounds. The task is: Binary Classification. Given a drug SMILES string, predict its activity (active/inactive) in a high-throughput screening assay against a specified biological target. (1) The drug is Clc1cc(NC(=O)C(c2ccc([N+]([O-])=O)cc2)C)ccc1C. The result is 0 (inactive). (2) The drug is O=C1N(CC(=O)N2C1CCCC2)Cc1ccc(cc1)C(=O)Nc1c(cc(cc1)C)C. The result is 1 (active). (3) The compound is Fc1ccc(N2CCN(CC2)Cc2occ(OCC(=O)NC)c(=O)c2)cc1. The result is 0 (inactive). (4) The drug is O=C(Nc1cc2c(n(c3c2cccc3)CC)cc1)c1ccc([N+]([O-])=O)cc1. The result is 0 (inactive). (5) The compound is N1(CC2CCCC2)C(CC(C)C)CN=C1Nc1ccccc1. The result is 0 (inactive). (6) The result is 0 (inactive). The compound is O=c1n(NC(=O)/C=C\c2ccccc2)c(nc2c1cccc2)C. (7) The molecule is O(C(=O)c1nnc2n(ncc2)c1N)CC. The result is 0 (inactive). (8) The molecule is s1c2c(n(c3c(cccc3)C)c1=S)nc(SCC(O)=O)n(c2=O)c1c(OC)cccc1. The result is 0 (inactive).